Dataset: CYP2D6 substrate classification data from Carbon-Mangels et al.. Task: Regression/Classification. Given a drug SMILES string, predict its absorption, distribution, metabolism, or excretion properties. Task type varies by dataset: regression for continuous measurements (e.g., permeability, clearance, half-life) or binary classification for categorical outcomes (e.g., BBB penetration, CYP inhibition). Dataset: cyp2d6_substrate_carbonmangels. (1) The molecule is NNc1nncc2ccccc12. The result is 0 (non-substrate). (2) The drug is O=C1c2c(O)ccc(O)c2C(=O)c2c(NCCNCCO)ccc(NCCNCCO)c21. The result is 0 (non-substrate). (3) The drug is CN(C)CCCN1c2ccccc2CCc2ccccc21. The result is 1 (substrate).